This data is from Peptide-MHC class I binding affinity with 185,985 pairs from IEDB/IMGT. The task is: Regression. Given a peptide amino acid sequence and an MHC pseudo amino acid sequence, predict their binding affinity value. This is MHC class I binding data. The peptide sequence is YPLHEQYGM. The MHC is HLA-A31:01 with pseudo-sequence HLA-A31:01. The binding affinity (normalized) is 0.